Predict the reaction yield, written as a fraction of the theoretical maximum amount of product (1.0 means a 100% yield; for example, 0.34 means a 34% yield). From a dataset of Reaction yield outcomes from USPTO patents with 853,638 reactions. (1) The reactants are [O:1]=[C:2]([C:6]1[CH:11]=[CH:10][CH:9]=[CH:8][CH:7]=1)[CH2:3][C:4]#[N:5].[OH-].[Na+].Cl.[NH2:15]O.Cl. The catalyst is O.CCO. The product is [C:6]1([C:2]2[O:1][N:5]=[C:4]([NH2:15])[CH:3]=2)[CH:11]=[CH:10][CH:9]=[CH:8][CH:7]=1. The yield is 0.680. (2) The reactants are [OH-].[Na+].C([O:5][C:6](=[O:15])[C:7]1[C:12]([Cl:13])=[CH:11][C:10]([Cl:14])=[N:9][CH:8]=1)C.C1COCC1.Cl. The catalyst is CCOC(C)=O.O.CO. The product is [Cl:13][C:12]1[C:7]([C:6]([OH:15])=[O:5])=[CH:8][N:9]=[C:10]([Cl:14])[CH:11]=1. The yield is 0.960.